Regression. Given a peptide amino acid sequence and an MHC pseudo amino acid sequence, predict their binding affinity value. This is MHC class II binding data. From a dataset of Peptide-MHC class II binding affinity with 134,281 pairs from IEDB. (1) The peptide sequence is PLYKLVHVFINTQYA. The MHC is HLA-DQA10301-DQB10301 with pseudo-sequence HLA-DQA10301-DQB10301. The binding affinity (normalized) is 0.389. (2) The peptide sequence is IDLSIQNYHTFLIYI. The MHC is DRB1_1101 with pseudo-sequence DRB1_1101. The binding affinity (normalized) is 0.